From a dataset of Full USPTO retrosynthesis dataset with 1.9M reactions from patents (1976-2016). Predict the reactants needed to synthesize the given product. (1) Given the product [CH2:16]([CH:5]1[C:6]2[CH:7]=[CH:8][CH:9]=[CH:10][C:11]=2[C:12]2[C:4]1=[CH:3][CH:2]=[CH:14][CH:13]=2)[CH3:17], predict the reactants needed to synthesize it. The reactants are: Br[C:2]1[CH:14]=[CH:13][C:12]2[C:11]3[C:6](=[CH:7][C:8](Br)=[CH:9][CH:10]=3)[C:5](CC)([CH2:16][CH3:17])[C:4]=2[CH:3]=1.BrBr.C(C1(CC)C2C=CC=CC=2C2C1=CC=CC=2)C.Br.[OH-].[Na+]. (2) Given the product [CH3:18][N:15]([C:8]1[CH:9]=[CH:10][C:11]2[C:12]3[C:4](=[CH:3][C:2]([O:1][CH2:44][CH2:43][O:42][CH2:41][CH2:40][O:39][CH2:38][CH2:37][O:36][S:33]([C:30]4[CH:29]=[CH:28][C:27]([CH3:26])=[CH:32][CH:31]=4)(=[O:35])=[O:34])=[CH:14][CH:13]=3)[N:5]([C:19]([O:21][C:22]([CH3:25])([CH3:24])[CH3:23])=[O:20])[C:6]=2[CH:7]=1)[CH:16]=[O:17], predict the reactants needed to synthesize it. The reactants are: [OH:1][C:2]1[CH:14]=[CH:13][C:12]2[C:11]3[C:6](=[CH:7][C:8]([N:15]([CH3:18])[CH:16]=[O:17])=[CH:9][CH:10]=3)[N:5]([C:19]([O:21][C:22]([CH3:25])([CH3:24])[CH3:23])=[O:20])[C:4]=2[CH:3]=1.[CH3:26][C:27]1[CH:32]=[CH:31][C:30]([S:33]([O:36][CH2:37][CH2:38][O:39][CH2:40][CH2:41][O:42][CH2:43][CH2:44]F)(=[O:35])=[O:34])=[CH:29][CH:28]=1.C([O-])([O-])=O.[Cs+].[Cs+].